From a dataset of Forward reaction prediction with 1.9M reactions from USPTO patents (1976-2016). Predict the product of the given reaction. The product is: [CH3:43][C:2]1([CH3:1])[C:3](=[O:42])[N:4]([C:29]2[CH:34]=[CH:33][C:32]([NH:35][S:58]([NH2:57])(=[O:60])=[O:59])=[C:31]([CH3:38])[CH:30]=2)[C:5](=[O:28])[N:6]1[CH2:7][CH2:8][CH2:9][CH2:10][CH2:11][CH2:12][CH2:13][CH2:14][CH2:15][S:16]([CH2:18][CH2:19][CH2:20][C:21]([F:27])([F:26])[C:22]([F:25])([F:23])[F:24])=[O:17]. Given the reactants [CH3:1][C:2]1([CH3:43])[N:6]([CH2:7][CH2:8][CH2:9][CH2:10][CH2:11][CH2:12][CH2:13][CH2:14][CH2:15][S:16]([CH2:18][CH2:19][CH2:20][C:21]([F:27])([F:26])[C:22]([F:25])([F:24])[F:23])=[O:17])[C:5](=[O:28])[N:4]([C:29]2[CH:34]=[CH:33][C:32]([N+:35]([O-])=O)=[C:31]([C:38](F)(F)F)[CH:30]=2)[C:3]1=[O:42].CC1(C)C(=O)N(C2C=CC([NH:57][S:58](N)(=[O:60])=[O:59])=C(C)C=2)C(=O)N1CCCCCCCCCSCCCC(F)(F)C(F)(F)F, predict the reaction product.